This data is from Catalyst prediction with 721,799 reactions and 888 catalyst types from USPTO. The task is: Predict which catalyst facilitates the given reaction. (1) Reactant: FC(F)(F)C(O)=O.C([SiH](CC)CC)C.O[CH:16]([C:27]1[C:28]([C:38]2[CH:43]=[CH:42][C:41]([O:44][C:45]([F:48])([F:47])[F:46])=[CH:40][CH:39]=2)=[N:29][N:30]2[CH:35]=[C:34]([O:36][CH3:37])[CH:33]=[CH:32][C:31]=12)[C:17]1[N:22]=[C:21]([C:23]([O:25][CH3:26])=[O:24])[CH:20]=[CH:19][CH:18]=1.C(=O)(O)[O-].[Na+]. Product: [CH3:37][O:36][C:34]1[CH:33]=[CH:32][C:31]2[N:30]([N:29]=[C:28]([C:38]3[CH:39]=[CH:40][C:41]([O:44][C:45]([F:46])([F:48])[F:47])=[CH:42][CH:43]=3)[C:27]=2[CH2:16][C:17]2[N:22]=[C:21]([C:23]([O:25][CH3:26])=[O:24])[CH:20]=[CH:19][CH:18]=2)[CH:35]=1. The catalyst class is: 4. (2) Reactant: FC1C=C([N+:9]([O-:11])=[O:10])C=CC=1F.C[NH:13][CH3:14].CCN([CH:21]([CH3:23])[CH3:22])C(C)C.[C:24](OCC)(=O)[CH3:25]. Product: [N+:9]([NH:13][C:14]1[CH:22]=[CH:21][CH:23]=[CH:25][CH:24]=1)([O-:11])=[O:10]. The catalyst class is: 33. (3) Reactant: [CH3:1][C:2]1[C:6]([C:7]([OH:9])=[O:8])=[C:5]([CH3:10])[N:4]([C:11]2[CH:16]=[N:15][CH:14]=[CH:13][N:12]=2)[N:3]=1.[CH2:17](OC(C1C(C)=NNC=1C)=O)[CH3:18].[H-].[Na+].[H][H].ClC1C=NC=CN=1. Product: [CH2:17]([O:8][C:7]([C:6]1[C:2]([CH3:1])=[N:3][N:4]([C:11]2[CH:16]=[N:15][CH:14]=[CH:13][N:12]=2)[C:5]=1[CH3:10])=[O:9])[CH3:18]. The catalyst class is: 3. (4) Reactant: C[O:2][C:3]([C@H:5]1[C:14]2[C:9](=[CH:10][CH:11]=[CH:12][CH:13]=2)[N:8]([C:15](=[O:24])[C:16]2[CH:21]=[CH:20][C:19]([O:22][CH3:23])=[CH:18][CH:17]=2)[C@@H:7]([CH3:25])[CH2:6]1)=[O:4].[OH-].[Li+].CO.Cl. Product: [CH3:23][O:22][C:19]1[CH:18]=[CH:17][C:16]([C:15]([N:8]2[C:9]3[C:14](=[CH:13][CH:12]=[CH:11][CH:10]=3)[CH:5]([C:3]([OH:4])=[O:2])[CH2:6][CH:7]2[CH3:25])=[O:24])=[CH:21][CH:20]=1. The catalyst class is: 30.